This data is from Full USPTO retrosynthesis dataset with 1.9M reactions from patents (1976-2016). The task is: Predict the reactants needed to synthesize the given product. (1) Given the product [F:1][C:2]1[CH:7]=[CH:6][C:5]([NH:8][C:9]2[N:14]3[N:15]=[CH:16][C:17]([C:18]([NH:42][S:39]([CH3:38])(=[O:41])=[O:40])=[O:20])=[C:13]3[N:12]=[CH:11][C:10]=2[C:21]([N:23]2[CH2:28][CH2:27][C:26]3([C:36]4[C:31](=[CH:32][CH:33]=[CH:34][CH:35]=4)[CH:30]=[C:29]3[CH3:37])[CH2:25][CH2:24]2)=[O:22])=[CH:4][CH:3]=1, predict the reactants needed to synthesize it. The reactants are: [F:1][C:2]1[CH:7]=[CH:6][C:5]([NH:8][C:9]2[N:14]3[N:15]=[CH:16][C:17]([C:18]([OH:20])=O)=[C:13]3[N:12]=[CH:11][C:10]=2[C:21]([N:23]2[CH2:28][CH2:27][C:26]3([C:36]4[C:31](=[CH:32][CH:33]=[CH:34][CH:35]=4)[CH:30]=[C:29]3[CH3:37])[CH2:25][CH2:24]2)=[O:22])=[CH:4][CH:3]=1.[CH3:38][S:39]([NH2:42])(=[O:41])=[O:40]. (2) Given the product [CH3:16][N:1]1[C:7]2[CH:8]=[CH:9][CH:10]=[CH:11][C:6]=2[CH2:5][CH2:4][O:3][C:2]1=[O:12], predict the reactants needed to synthesize it. The reactants are: [NH:1]1[C:7]2[CH:8]=[CH:9][CH:10]=[CH:11][C:6]=2[CH2:5][CH2:4][O:3][C:2]1=[O:12].[H-].[Na+].I[CH3:16]. (3) Given the product [ClH:27].[NH:28]1[C@@H:36]2[C@H:31]([CH2:32][CH2:33][CH2:34][CH2:35]2)[CH2:30][C@H:29]1[C:37]([O:26][CH2:25][C:20]1[CH:21]=[CH:22][CH:23]=[CH:24][CH:19]=1)=[O:38], predict the reactants needed to synthesize it. The reactants are: C1([C@@H](N[C@H]2CCCC[C@@H]2CO)C)C=CC=CC=1.N[C@H:19]1[CH2:24][CH2:23][CH2:22][CH2:21][C@@H:20]1[CH2:25][OH:26].[ClH:27].[NH:28]1[C@@H:36]2[C@H:31]([CH2:32][CH2:33][CH2:34][CH2:35]2)[CH2:30][C@H:29]1[C:37](O)=[O:38].